Dataset: Catalyst prediction with 721,799 reactions and 888 catalyst types from USPTO. Task: Predict which catalyst facilitates the given reaction. (1) Reactant: C([O:9][C@H:10]1[C@H:14]([O:15][C:16]2[N:21]=[CH:20][CH:19]=[CH:18][N:17]=2)[CH2:13][N:12]([C:22]2[CH:23]=[N:24][N:25]3[CH2:30][C@H:29]([CH3:31])[N:28]([C:32]([O:34][C:35]([CH3:38])([CH3:37])[CH3:36])=[O:33])[CH2:27][C:26]=23)[C:11]1=[O:39])(=O)C1C=CC=CC=1.C[O-].[Na+]. Product: [OH:9][C@H:10]1[C@H:14]([O:15][C:16]2[N:21]=[CH:20][CH:19]=[CH:18][N:17]=2)[CH2:13][N:12]([C:22]2[CH:23]=[N:24][N:25]3[CH2:30][C@H:29]([CH3:31])[N:28]([C:32]([O:34][C:35]([CH3:38])([CH3:37])[CH3:36])=[O:33])[CH2:27][C:26]=23)[C:11]1=[O:39]. The catalyst class is: 5. (2) Product: [Cl:29][C:30]1[N:31]=[CH:32][C:33]([S:36]([NH:1][C:2]2[CH:7]=[CH:6][C:5]([CH2:8][N:9]3[CH2:14][CH2:13][N:12]([C:15]([O:17][C:18]([CH3:21])([CH3:20])[CH3:19])=[O:16])[C@@H:11]([CH3:22])[CH2:10]3)=[CH:4][CH:3]=2)(=[O:38])=[O:37])=[CH:34][CH:35]=1. Reactant: [NH2:1][C:2]1[CH:7]=[CH:6][C:5]([CH2:8][N:9]2[CH2:14][CH2:13][N:12]([C:15]([O:17][C:18]([CH3:21])([CH3:20])[CH3:19])=[O:16])[C@@H:11]([CH3:22])[CH2:10]2)=[CH:4][CH:3]=1.N1C=CC=CC=1.[Cl:29][C:30]1[CH:35]=[CH:34][C:33]([S:36](Cl)(=[O:38])=[O:37])=[CH:32][N:31]=1. The catalyst class is: 2. (3) Reactant: N1C(C)=CC=CC=1C.[Si:9]([O:16]S(C(F)(F)F)(=O)=O)([C:12]([CH3:15])([CH3:14])[CH3:13])([CH3:11])[CH3:10].[C:24]([O:28][C:29]([N:31]1[CH2:35][C@H:34]([F:36])[CH2:33][C@@H:32]1[C@@H:37](O)[C@H:38]([CH2:50][C:51]1[CH:56]=[CH:55][CH:54]=[CH:53][CH:52]=1)[C:39]([N:41]1[C@@H:45]([CH:46]([CH3:48])[CH3:47])[CH2:44][O:43][C:42]1=[O:49])=[O:40])=[O:30])([CH3:27])([CH3:26])[CH3:25].Cl. Product: [C:24]([O:28][C:29]([N:31]1[CH2:35][C@H:34]([F:36])[CH2:33][C@@H:32]1[C@@H:37]([O:16][Si:9]([C:12]([CH3:13])([CH3:14])[CH3:15])([CH3:10])[CH3:11])[C@H:38]([CH2:50][C:51]1[CH:52]=[CH:53][CH:54]=[CH:55][CH:56]=1)[C:39]([N:41]1[C@@H:45]([CH:46]([CH3:47])[CH3:48])[CH2:44][O:43][C:42]1=[O:49])=[O:40])=[O:30])([CH3:26])([CH3:27])[CH3:25]. The catalyst class is: 4. (4) Reactant: [Cl:1][C:2]1[CH:7]=[C:6]([C:8]2(O)[CH2:13][CH2:12][CH2:11][CH:10]([CH3:14])[CH2:9]2)[CH:5]=[CH:4][N:3]=1.CC1C=CC(S(O)(=O)=O)=CC=1. Product: [Cl:1][C:2]1[CH:7]=[C:6]([C:8]2[CH2:13][CH2:12][CH2:11][CH:10]([CH3:14])[CH:9]=2)[CH:5]=[CH:4][N:3]=1. The catalyst class is: 11. (5) Reactant: N1C=CN=C1.[OH:6][C:7]1[CH:14]=[CH:13][C:10]([CH:11]=[O:12])=[CH:9][CH:8]=1.[Si:15](Cl)([C:28]([CH3:31])([CH3:30])[CH3:29])([C:22]1[CH:27]=[CH:26][CH:25]=[CH:24][CH:23]=1)[C:16]1[CH:21]=[CH:20][CH:19]=[CH:18][CH:17]=1.O. Product: [Si:15]([O:6][C:7]1[CH:14]=[CH:13][C:10]([CH:11]=[O:12])=[CH:9][CH:8]=1)([C:28]([CH3:31])([CH3:30])[CH3:29])([C:22]1[CH:23]=[CH:24][CH:25]=[CH:26][CH:27]=1)[C:16]1[CH:21]=[CH:20][CH:19]=[CH:18][CH:17]=1. The catalyst class is: 9.